The task is: Predict the reaction yield, written as a fraction of the theoretical maximum amount of product (1.0 means a 100% yield; for example, 0.34 means a 34% yield).. This data is from Reaction yield outcomes from USPTO patents with 853,638 reactions. (1) The reactants are [CH3:1][C:2]([CH3:24])([S@@:4]([NH:6][C@@:7]([C:17]1[CH:22]=[CH:21][CH:20]=[CH:19][C:18]=1[F:23])([CH:14]([F:16])[F:15])[CH2:8][C:9](OCC)=[O:10])=[O:5])[CH3:3].CC(C[AlH]CC(C)C)C. The catalyst is C(Cl)Cl. The product is [F:16][CH:14]([F:15])[C@@:7]([NH:6][S@:4]([C:2]([CH3:3])([CH3:1])[CH3:24])=[O:5])([C:17]1[CH:22]=[CH:21][CH:20]=[CH:19][C:18]=1[F:23])[CH2:8][CH:9]=[O:10]. The yield is 0.310. (2) The product is [F:10][C:7]([F:8])([F:9])[C:6]([N:21]1[CH2:22][CH2:23][CH2:24][CH:20]1[C:14]1[CH:19]=[CH:18][CH:17]=[CH:16][CH:15]=1)=[O:11]. The reactants are [F:8][C:7]([F:10])([F:9])[C:6](O[C:6](=[O:11])[C:7]([F:10])([F:9])[F:8])=[O:11].[C:14]1([CH:20]2[CH2:24][CH2:23][CH2:22][NH:21]2)[CH:19]=[CH:18][CH:17]=[CH:16][CH:15]=1.C(N(CC)CC)C. The catalyst is C(Cl)Cl. The yield is 0.620. (3) The reactants are [CH:1]1([C:7]2[C:15]3[C:10](=[CH:11][C:12]([C:16]([O:18][CH3:19])=[O:17])=[CH:13][CH:14]=3)[NH:9][C:8]=2[C:20]2[CH:25]=[CH:24][CH:23]=[CH:22][C:21]=2[CH:26]=[CH2:27])[CH2:6][CH2:5][CH2:4][CH2:3][CH2:2]1.[H-].[Na+].Br[CH2:31][C:32](=[CH2:37])[C:33]([O:35][CH3:36])=[O:34]. The catalyst is C1COCC1. The product is [CH:1]1([C:7]2[C:15]3[C:10](=[CH:11][C:12]([C:16]([O:18][CH3:19])=[O:17])=[CH:13][CH:14]=3)[N:9]([CH2:37][C:32]([C:33]([O:35][CH3:36])=[O:34])=[CH2:31])[C:8]=2[C:20]2[CH:25]=[CH:24][CH:23]=[CH:22][C:21]=2[CH:26]=[CH2:27])[CH2:6][CH2:5][CH2:4][CH2:3][CH2:2]1. The yield is 0.990. (4) The reactants are C(N(CC)CC)C.[NH2:8][C:9]1[C:10]([C:15]([OH:17])=O)=[N:11][CH:12]=[CH:13][N:14]=1.[NH2:18][C:19]1[CH:24]=[CH:23][CH:22]=[CH:21][C:20]=1[NH2:25]. The catalyst is C1COCC1.C(Cl)Cl. The product is [NH2:18][C:19]1[CH:24]=[CH:23][CH:22]=[CH:21][C:20]=1[NH:25][C:15]([C:10]1[C:9]([NH2:8])=[N:14][CH:13]=[CH:12][N:11]=1)=[O:17]. The yield is 0.740.